Dataset: NCI-60 drug combinations with 297,098 pairs across 59 cell lines. Task: Regression. Given two drug SMILES strings and cell line genomic features, predict the synergy score measuring deviation from expected non-interaction effect. (1) Drug 1: CC12CCC(CC1=CCC3C2CCC4(C3CC=C4C5=CN=CC=C5)C)O. Drug 2: CCCS(=O)(=O)NC1=C(C(=C(C=C1)F)C(=O)C2=CNC3=C2C=C(C=N3)C4=CC=C(C=C4)Cl)F. Cell line: COLO 205. Synergy scores: CSS=44.1, Synergy_ZIP=8.08, Synergy_Bliss=8.50, Synergy_Loewe=-7.14, Synergy_HSA=5.36. (2) Drug 1: CC1=C(C(CCC1)(C)C)C=CC(=CC=CC(=CC(=O)O)C)C. Drug 2: CCN(CC)CCNC(=O)C1=C(NC(=C1C)C=C2C3=C(C=CC(=C3)F)NC2=O)C. Cell line: NCI-H226. Synergy scores: CSS=-2.99, Synergy_ZIP=1.71, Synergy_Bliss=2.28, Synergy_Loewe=-3.24, Synergy_HSA=-2.45. (3) Drug 1: CC1OCC2C(O1)C(C(C(O2)OC3C4COC(=O)C4C(C5=CC6=C(C=C35)OCO6)C7=CC(=C(C(=C7)OC)O)OC)O)O. Drug 2: C1=CN(C=N1)CC(O)(P(=O)(O)O)P(=O)(O)O. Cell line: RPMI-8226. Synergy scores: CSS=-1.67, Synergy_ZIP=-23.1, Synergy_Bliss=-51.2, Synergy_Loewe=-71.9, Synergy_HSA=-52.6. (4) Drug 1: C1CN1C2=NC(=NC(=N2)N3CC3)N4CC4. Drug 2: COC1=C2C(=CC3=C1OC=C3)C=CC(=O)O2. Cell line: NCIH23. Synergy scores: CSS=61.7, Synergy_ZIP=-5.04, Synergy_Bliss=-5.37, Synergy_Loewe=-27.8, Synergy_HSA=-2.53. (5) Drug 1: CC12CCC(CC1=CCC3C2CCC4(C3CC=C4C5=CN=CC=C5)C)O. Drug 2: C1CNP(=O)(OC1)N(CCCl)CCCl. Cell line: OVCAR-5. Synergy scores: CSS=0.732, Synergy_ZIP=-2.78, Synergy_Bliss=-1.56, Synergy_Loewe=-2.07, Synergy_HSA=-2.05. (6) Drug 1: C1CNP(=O)(OC1)N(CCCl)CCCl. Drug 2: C(CCl)NC(=O)N(CCCl)N=O. Cell line: HCT116. Synergy scores: CSS=-3.85, Synergy_ZIP=5.83, Synergy_Bliss=3.73, Synergy_Loewe=-10.3, Synergy_HSA=-5.57. (7) Drug 1: CCC1=C2CN3C(=CC4=C(C3=O)COC(=O)C4(CC)O)C2=NC5=C1C=C(C=C5)O. Drug 2: CC(C)NC(=O)C1=CC=C(C=C1)CNNC.Cl. Cell line: NCI-H226. Synergy scores: CSS=5.98, Synergy_ZIP=-3.62, Synergy_Bliss=1.00, Synergy_Loewe=-11.6, Synergy_HSA=0.309. (8) Drug 1: C1CCC(C1)C(CC#N)N2C=C(C=N2)C3=C4C=CNC4=NC=N3. Drug 2: CS(=O)(=O)OCCCCOS(=O)(=O)C. Cell line: NCI/ADR-RES. Synergy scores: CSS=0.850, Synergy_ZIP=-1.04, Synergy_Bliss=-2.55, Synergy_Loewe=-3.75, Synergy_HSA=-3.70. (9) Drug 1: CC1=C(C(CCC1)(C)C)C=CC(=CC=CC(=CC(=O)O)C)C. Drug 2: CC1=C(C=C(C=C1)C(=O)NC2=CC(=CC(=C2)C(F)(F)F)N3C=C(N=C3)C)NC4=NC=CC(=N4)C5=CN=CC=C5. Cell line: BT-549. Synergy scores: CSS=-0.379, Synergy_ZIP=1.62, Synergy_Bliss=-1.29, Synergy_Loewe=-5.35, Synergy_HSA=-5.50.